Dataset: Peptide-MHC class I binding affinity with 185,985 pairs from IEDB/IMGT. Task: Regression. Given a peptide amino acid sequence and an MHC pseudo amino acid sequence, predict their binding affinity value. This is MHC class I binding data. (1) The peptide sequence is YHDPANWPL. The MHC is HLA-A26:01 with pseudo-sequence HLA-A26:01. The binding affinity (normalized) is 0.0847. (2) The peptide sequence is AYGSRFHEW. The MHC is HLA-A26:01 with pseudo-sequence HLA-A26:01. The binding affinity (normalized) is 0.0847. (3) The peptide sequence is WLRAHPVAI. The MHC is HLA-B39:01 with pseudo-sequence HLA-B39:01. The binding affinity (normalized) is 0.213. (4) The peptide sequence is GSSDFQVHFLK. The MHC is HLA-A29:02 with pseudo-sequence HLA-A29:02. The binding affinity (normalized) is 0.327. (5) The peptide sequence is YALTEYHAM. The MHC is HLA-B15:17 with pseudo-sequence HLA-B15:17. The binding affinity (normalized) is 0.538.